From a dataset of Catalyst prediction with 721,799 reactions and 888 catalyst types from USPTO. Predict which catalyst facilitates the given reaction. (1) Reactant: [CH3:1][N:2]([CH3:33])[CH:3]([CH2:31][CH3:32])[CH:4]([C:10]1[CH:30]=[CH:29][C:13]2[N:14]=[C:15]([NH:17][CH2:18][C:19]3[CH:20]=[C:21]([CH:26]=[CH:27][CH:28]=3)[C:22]([O:24]C)=[O:23])[S:16][C:12]=2[CH:11]=1)[N:5]1[CH:9]=[CH:8][N:7]=[CH:6]1.[Li+].[OH-].Cl. Product: [CH3:1][N:2]([CH3:33])[CH:3]([CH2:31][CH3:32])[CH:4]([C:10]1[CH:30]=[CH:29][C:13]2[N:14]=[C:15]([NH:17][CH2:18][C:19]3[CH:20]=[C:21]([CH:26]=[CH:27][CH:28]=3)[C:22]([OH:24])=[O:23])[S:16][C:12]=2[CH:11]=1)[N:5]1[CH:9]=[CH:8][N:7]=[CH:6]1. The catalyst class is: 20. (2) Reactant: [CH3:1][N:2]([CH3:11])[C:3]1[CH:8]=[C:7]([F:9])[CH:6]=[C:5]([F:10])[CH:4]=1.[Li]CCCC.CN([CH:20]=[O:21])C. Product: [CH3:1][N:2]([CH3:11])[C:3]1[CH:4]=[C:5]([F:10])[C:6]([CH:20]=[O:21])=[C:7]([F:9])[CH:8]=1. The catalyst class is: 1. (3) Reactant: [Cl:1][C:2]1[C:11]([CH3:12])=[CH:10][C:5]([C:6]([O:8][CH3:9])=[O:7])=[CH:4][C:3]=1[O:13][CH3:14].C1C(=O)N([Br:22])C(=O)C1.CC(N=NC(C#N)(C)C)(C#N)C. Product: [Br:22][CH2:12][C:11]1[CH:10]=[C:5]([CH:4]=[C:3]([O:13][CH3:14])[C:2]=1[Cl:1])[C:6]([O:8][CH3:9])=[O:7]. The catalyst class is: 53.